From a dataset of Experimentally validated miRNA-target interactions with 360,000+ pairs, plus equal number of negative samples. Binary Classification. Given a miRNA mature sequence and a target amino acid sequence, predict their likelihood of interaction. (1) The miRNA is hsa-miR-1908-5p with sequence CGGCGGGGACGGCGAUUGGUC. The protein sequence of the target gene is MGSVNSRGHKAEAQVVMMGLDSAGKTTLLYKLKGHQLVETLPTVGFNVEPLKAPGHVSLTLWDVGGQAPLRASWKDYLEGTDILVYVLDSTDEARLPESAAELTEVLNDPNMAGVPFLVLANKQEAPDALPLLKIRNRLSLERFQDHCWELRGCSALTGEGLPEALQSLWSLLKSRSCMCLQARAHGAERGDSKRS. Result: 0 (no interaction). (2) The miRNA is hsa-miR-4323 with sequence CAGCCCCACAGCCUCAGA. The protein sequence of the target gene is MRLYLFTLLVTVFSGVSTKSPIFGPQEVSSIEGDSVSITCYYPDTSVNRHTRKYWCRQGASGMCTTLISSNGYLSKEYSGRANLINFPENNTFVINIEQLTQDDTGSYKCGLGTSNRGLSFDVSLEVSQVPELPSDTHVYTKDIGRNVTIECPFKRENAPSKKSLCKKTNQSCELVIDSTEKVNPSYIGRAKLFMKGTDLTVFYVNISHLTHNDAGLYICQAGEGPSADKKNVDLQVLAPEPELLYKDLRSSVTFECDLGREVANEAKYLCRMNKETCDVIINTLGKRDPDFEGRILITP.... Result: 0 (no interaction). (3) The miRNA is hsa-miR-664a-5p with sequence ACUGGCUAGGGAAAAUGAUUGGAU. The protein sequence of the target gene is MEPQRRELLAQCQQSLAQAMTEVEAVLGLLEAAGALSPGERRQLDEEAGGAKAELLLQLLLAKEQDHFQDLRAALEKTQPHLLPILYLNGVVGPPQSTEGAGSTYSVLSIMPSDSESSSSLSSVGTTGKAPSPPPLLTEQQANDTVENLSIQLRLMTRERNELRKRLAFATHGATFDKRPYHRLNPDYERLKIQCVRAMSDLQSLQNQHTNALKRCEEVAKETDFYHTLHSRLLSDQTQLKDDVDMLRRENGKLRRERNLLQQSWEDMKRLREEDQKEIGDLRAQQQQVLKHNGSSEILN.... Result: 0 (no interaction). (4) The miRNA is cel-miR-247-3p with sequence UGACUAGAGCCUAUUCUCUUCU. The protein sequence of the target gene is MAWRGAGPSVPGAPGGVGLSLGLLLQLLLLLGPARGFGDEEERRCDPIRISMCQNLGYNVTKMPNLVGHELQTDAELQLTTFTPLIQYGCSSQLQFFLCSVYVPMCTEKINIPIGPCGGMCLSVKRRCEPVLKEFGFAWPESLNCSKFPPQNDHNHMCMEGPGDEEVPLPHKTPIQPGEECHSVGTNSDQYIWVKRSLNCVLKCGYDAGLYSRSAKEFTDIWMAVWASLCFISTAFTVLTFLIDSSRFSYPERPIIFLSMCYNIYSIAYIVRLTVGRERISCDFEEAAEPVLIQEGLKNT.... Result: 0 (no interaction). (5) The miRNA is hsa-miR-18a-5p with sequence UAAGGUGCAUCUAGUGCAGAUAG. The protein sequence of the target gene is MMMCAATASPAAASSGLGGDGFYPAATFSSSPAPGALFMPVPDGSVAAAGLGLGLPAADSRGHYQLLLSGRALADRYRRIYTAALNDRDQGGGSAGHPASRNKKILNKKKLKRKQKSKSKVKTRSKSENLENTVIIPDIKLHSNPSAFNIYCNVRHCVLEWQKKEISLAAASKNSVQSGESDSDEEEESKEPPIKLPKIIEVGLCEVFELIKETRFSHPSLCLRSLQALLNVLQGQQPEGLQSEPPEVLESLFQLLLEITVRSTGMNDSTGQSLTALSCACLFSLVASWGETGRTLQAIS.... Result: 0 (no interaction). (6) The miRNA is mmu-miR-3099-3p with sequence UAGGCUAGAGAGAGGUUGGGGA. The protein sequence of the target gene is MFVARSIAADHKDLIHDVSFDFHGRRMATCSSDQSVKVWDKSESGDWHCTASWKTHSGSVWRVTWAHPEFGQVLASCSFDRTAAVWEEIVGESNDKLRGQSHWVKRTTLVDSRTSVTDVKFAPKHMGLMLATCSADGIVRIYEAPDVMNLSQWSLQHEISCKLSCSCISWNPSSSRAHSPMIAVGSDDSSPNAMAKVQIFEYNENTRKYAKAETLMTVTDPVHDIAFAPNLGRSFHILAIATKDVRIFTLKPVRKELTSSGGPTKFEIHIVAQFDNHNSQVWRVSWNITGTVLASSGDDG.... Result: 0 (no interaction). (7) The miRNA is hsa-miR-421 with sequence AUCAACAGACAUUAAUUGGGCGC. The protein sequence of the target gene is MARRGWRRAPLRRGVGSSPRARRLMRPLWLLLAVGVFDWAGASDGGGGEARAMDEEIVSEKQAEESHRQDSANLLIFILLLTLTILTIWLFKHRRARFLHETGLAMIYGLLVGLVLRYGIHVPSDVNNVTLSCEVQSSPTTLLVTFDPEVFFNILLPPIIFYAGYSLKRRHFFRNLGSILAYAFLGTAISCFVIGSIMYGCVTLMKVTGQLAGDFYFTDCLLFGAIVSATDPVTVLAIFHELQVDVELYALLFGESVLNDAVAIVLSSSIVAYQPAGDNSHTFDVTAMFKSIGIFLGIFS.... Result: 1 (interaction). (8) The miRNA is hsa-miR-4514 with sequence ACAGGCAGGAUUGGGGAA. The protein sequence of the target gene is MGVLKFKHIFFRSFVKSSGVSQIVFTFLLIPCCLTLNFRAPPVIPNVPFLWAWNAPSEFCLGKFDEPLDMSLFSFIGSPRINATGQGVTIFYVDRLGYYPYIDSITGVTVNGGIPQKISLQDHLDKAKKDITFYMPVDNLGMAVIDWEEWRPTWARNWKPKDVYKNRSIELVQQQNVQLSLTEATEKAKQEFEKAGKDFLVETIKLGKLLRPNHLWGYYLFPDCYNHHYKKPGYNGSCFNVEIKRNDDLSWLWNESTALYPSIYLNTQQSPVAATLYVRNRVREAIRVSKIPDAKSPLPV.... Result: 1 (interaction). (9) The miRNA is hsa-miR-26a-1-3p with sequence CCUAUUCUUGGUUACUUGCACG. The protein sequence of the target gene is MNSQLVGILLSALLGVALGHRTRCYDCGGGPSNSCKQTVITCGEGERCGFLDRKPQPSSEQAKQPSATLSHHYPACVATHHCNQVAIESVGDVTFTTQKNCCFGDLCNSAVASSVTPLCILAAAVTTLAWLLPGL. Result: 0 (no interaction). (10) The miRNA is mmu-miR-3470b with sequence UCACUCUGUAGACCAGGCUGG. The protein sequence of the target gene is MEVAMVSAESSGCNSHMPYGYAAQARARERERLAHSRAAAAAAVAAATAAVEGTGGSGGGPHHHHQTRGAYSSHDPQGSRGSRRRRRQRTEKKKLHHRQSSFPHCSDLMPSGSEEKILRELSEEEEDEEEEEEEEEEGRFYYSEEDHGDGCSYTDLLPQDDGGGGGYSSVRYSDCCERVVINVSGLRFETQMKTLAQFPETLLGDPEKRTQYFDPLRNEYFFDRNRPSFDAILYYYQSGGRLKRPVNVPFDIFTEEVKFYQLGEEALLKFREDEGFVREEEDRALPENEFKKQIWLLFEY.... Result: 1 (interaction).